This data is from Forward reaction prediction with 1.9M reactions from USPTO patents (1976-2016). The task is: Predict the product of the given reaction. (1) The product is: [Cl:1][C:2]1[CH:3]=[C:4]([CH:16]=[CH:17][C:18]=1[NH:19][CH2:20][CH2:21][OH:22])[C:5]([NH:7][C:8]1[CH:13]=[CH:12][C:11]([CH3:14])=[C:10]([O:15][CH2:30][C:31]2[C:39]3[C:34](=[N:35][CH:36]=[N:37][C:38]=3[Cl:40])[N:33]([CH3:41])[N:32]=2)[CH:9]=1)=[O:6]. Given the reactants [Cl:1][C:2]1[CH:3]=[C:4]([CH:16]=[CH:17][C:18]=1[NH:19][CH2:20][CH2:21][OH:22])[C:5]([NH:7][C:8]1[CH:13]=[CH:12][C:11]([CH3:14])=[C:10]([OH:15])[CH:9]=1)=[O:6].C(=O)([O-])[O-].[K+].[K+].Br[CH2:30][C:31]1[C:39]2[C:34](=[N:35][CH:36]=[N:37][C:38]=2[Cl:40])[N:33]([CH3:41])[N:32]=1, predict the reaction product. (2) Given the reactants [N+:1]([C:4]1[CH:9]=[CH:8][C:7]([N:10]2[C:18]3[CH:17]=[CH:16][CH:15]=[C:14]([OH:19])[C:13]=3[CH:12]=[CH:11]2)=[CH:6][CH:5]=1)([O-:3])=[O:2].[C:20](OC(=O)C)(=[O:22])[CH3:21].C(N(CC)CC)C, predict the reaction product. The product is: [N+:1]([C:4]1[CH:9]=[CH:8][C:7]([N:10]2[C:18]3[C:13](=[C:14]([O:19][C:20](=[O:22])[CH3:21])[CH:15]=[CH:16][CH:17]=3)[CH:12]=[CH:11]2)=[CH:6][CH:5]=1)([O-:3])=[O:2]. (3) Given the reactants [OH:1][CH2:2][CH2:3][CH2:4][O:5][C:6]1[CH:11]=[CH:10][C:9]([CH:12]2[CH2:17][CH2:16][N:15]([C:18]([O-:20])=[O:19])[CH2:14][CH:13]2[O:21][CH2:22][C:23]2[CH:32]=[CH:31][C:30]3[C:25](=[CH:26][CH:27]=[CH:28][CH:29]=3)[CH:24]=2)=[CH:8][CH:7]=1.[C:33](Cl)(=[O:40])[C:34]1[CH:39]=[CH:38][CH:37]=[CH:36][CH:35]=1, predict the reaction product. The product is: [C:33]([O:1][CH2:2][CH2:3][CH2:4][O:5][C:6]1[CH:11]=[CH:10][C:9]([CH:12]2[CH2:17][CH2:16][N:15]([C:18]([O:20][C:9]([CH3:12])([CH3:10])[CH3:8])=[O:19])[CH2:14][CH:13]2[O:21][CH2:22][C:23]2[CH:32]=[CH:31][C:30]3[C:25](=[CH:26][CH:27]=[CH:28][CH:29]=3)[CH:24]=2)=[CH:8][CH:7]=1)(=[O:40])[C:34]1[CH:39]=[CH:38][CH:37]=[CH:36][CH:35]=1. (4) Given the reactants [C:1](Cl)(=[O:4])[CH2:2][CH3:3].[NH2:6][C:7]1[N:16]=[C:15]([C:17]([N:19]2[CH2:27][C:26]3[C:21](=[CH:22][CH:23]=[CH:24][CH:25]=3)[CH2:20]2)=[O:18])[C:14]2[C:9](=[CH:10][CH:11]=[C:12]([C:28]3[CH:33]=[C:32]([F:34])[C:31]([F:35])=[CH:30][C:29]=3[CH2:36][OH:37])[CH:13]=2)[N:8]=1.C(OCC)(=O)C.O, predict the reaction product. The product is: [C:1]([O:37][CH2:36][C:29]1[CH:30]=[C:31]([F:35])[C:32]([F:34])=[CH:33][C:28]=1[C:12]1[CH:13]=[C:14]2[C:9](=[CH:10][CH:11]=1)[N:8]=[C:7]([NH2:6])[N:16]=[C:15]2[C:17]([N:19]1[CH2:20][C:21]2[C:26](=[CH:25][CH:24]=[CH:23][CH:22]=2)[CH2:27]1)=[O:18])(=[O:4])[CH2:2][CH3:3]. (5) The product is: [Cl:1][C:2]1[CH:7]=[CH:6][CH:5]=[CH:4][C:3]=1[S:8][CH2:10][CH2:11][C:12]([OH:14])=[O:13]. Given the reactants [Cl:1][C:2]1[CH:7]=[CH:6][CH:5]=[CH:4][C:3]=1[SH:8].Br[CH2:10][CH2:11][C:12]([O:14]CC)=[O:13].[OH-].[K+].C(O)C, predict the reaction product.